This data is from Retrosynthesis with 50K atom-mapped reactions and 10 reaction types from USPTO. The task is: Predict the reactants needed to synthesize the given product. Given the product C[C@H]1CN(C(=O)c2cc(-c3ccccc3)c(=O)n3c2-c2ccccc2C3)C[C@@H](C)O1, predict the reactants needed to synthesize it. The reactants are: C[C@H]1CNC[C@@H](C)O1.O=C(O)c1cc(-c2ccccc2)c(=O)n2c1-c1ccccc1C2.